This data is from Forward reaction prediction with 1.9M reactions from USPTO patents (1976-2016). The task is: Predict the product of the given reaction. (1) Given the reactants Cl[CH2:2][CH2:3][CH2:4][O:5][C:6]1[CH:11]=[CH:10][C:9]([I:12])=[CH:8][CH:7]=1.C(=O)([O-])[O-].[K+].[K+].[I-].[Na+].[CH3:21][CH:22]1[CH2:26][CH2:25][CH2:24][NH:23]1, predict the reaction product. The product is: [I:12][C:9]1[CH:10]=[CH:11][C:6]([O:5][CH2:4][CH2:3][CH2:2][N:23]2[CH2:24][CH2:25][CH2:26][CH:22]2[CH3:21])=[CH:7][CH:8]=1. (2) Given the reactants [NH2:1][C:2]1[C:11]2[CH:10]=[CH:9][CH:8]=[C:7](Br)[C:6]=2[N:5]=[C:4]2[CH2:13][N:14]([CH:17]3[CH2:20][CH2:19][CH2:18]3)[C:15](=[O:16])[C:3]=12.[CH3:21][O:22][C:23]1[N:28]=[C:27]([CH3:29])[C:26](B2OC(C)(C)C(C)(C)O2)=[CH:25][CH:24]=1, predict the reaction product. The product is: [NH2:1][C:2]1[C:11]2[CH:10]=[CH:9][CH:8]=[C:7]([C:26]3[C:27]([CH3:29])=[N:28][C:23]([O:22][CH3:21])=[CH:24][CH:25]=3)[C:6]=2[N:5]=[C:4]2[CH2:13][N:14]([CH:17]3[CH2:20][CH2:19][CH2:18]3)[C:15](=[O:16])[C:3]=12.